Dataset: hERG Central: cardiac toxicity at 1µM, 10µM, and general inhibition. Task: Predict hERG channel inhibition at various concentrations. (1) The molecule is O=C(COc1ccc(Cl)cc1)NCc1nnc2c3ccccc3c(-c3ccccc3)nn12. Results: hERG_inhib (hERG inhibition (general)): blocker. (2) The molecule is CC(C)c1ccc(NC(=O)C(c2ccccc2)N2CCN(C(=O)c3ccco3)CC2)cc1. Results: hERG_inhib (hERG inhibition (general)): blocker. (3) The molecule is O=C(Nc1ccc(Cl)cc1)C1CCCN(c2ncnc3c2nc2n3CCCCC2)C1. Results: hERG_inhib (hERG inhibition (general)): blocker. (4) The drug is Cc1ccccc1NC(=O)Cc1nc(COC(=O)c2ccc(Cl)c(S(N)(=O)=O)c2)cs1. Results: hERG_inhib (hERG inhibition (general)): blocker. (5) The molecule is CCN(CC)CCCCN1c2ccccc2Sc2ccccc21.Cl. Results: hERG_inhib (hERG inhibition (general)): blocker. (6) Results: hERG_inhib (hERG inhibition (general)): blocker. The compound is O=C(COc1ccc([N+](=O)[O-])cc1)Nc1ccc(S(=O)(=O)N2CCOCC2)cc1.